From a dataset of Reaction yield outcomes from USPTO patents with 853,638 reactions. Predict the reaction yield, written as a fraction of the theoretical maximum amount of product (1.0 means a 100% yield; for example, 0.34 means a 34% yield). (1) The reactants are [C:1]([C:3]1[C:11]([O:12][CH3:13])=[CH:10][C:6]([C:7]([OH:9])=[O:8])=[C:5]([F:14])[CH:4]=1)#[N:2].O=S(Cl)Cl.[CH3:19]O. No catalyst specified. The product is [C:1]([C:3]1[C:11]([O:12][CH3:13])=[CH:10][C:6]([C:7]([O:9][CH3:19])=[O:8])=[C:5]([F:14])[CH:4]=1)#[N:2]. The yield is 0.800. (2) The product is [CH:30]1([CH2:33][CH2:34][NH:35][C:36]([C:38]2[N:39]=[N:40][C:41]([N:12]3[CH2:13][CH2:14][N:9]([C:5]4[CH:6]=[CH:7][CH:8]=[C:3]([C:2]([F:1])([F:15])[F:16])[CH:4]=4)[CH2:10][CH2:11]3)=[CH:42][CH:43]=2)=[O:37])[CH2:32][CH2:31]1. No catalyst specified. The reactants are [F:1][C:2]([F:16])([F:15])[C:3]1[CH:4]=[C:5]([N:9]2[CH2:14][CH2:13][NH:12][CH2:11][CH2:10]2)[CH:6]=[CH:7][CH:8]=1.FC1C=CC(N2CCNCC2)=CC=1.[CH:30]1([CH2:33][CH2:34][NH:35][C:36]([C:38]2[N:39]=[N:40][C:41](Cl)=[CH:42][CH:43]=2)=[O:37])[CH2:32][CH2:31]1. The yield is 0.570. (3) The reactants are [CH3:1][C:2]1[N:3]([C:13]2[CH:18]=[CH:17][CH:16]=[CH:15][CH:14]=2)[C:4](=[O:12])[C:5]2[CH:11]=[N:10][CH:9]=[CH:8][C:6]=2[N:7]=1.[CH3:19][O:20][C:21]1[C:26]([OH:27])=[C:25]([CH:28]=O)[CH:24]=[CH:23][CH:22]=1. The catalyst is C(O)(=O)C. The product is [OH:27][C:26]1[C:21]([O:20][CH3:19])=[CH:22][CH:23]=[CH:24][C:25]=1/[CH:28]=[CH:1]/[C:2]1[N:3]([C:13]2[CH:14]=[CH:15][CH:16]=[CH:17][CH:18]=2)[C:4](=[O:12])[C:5]2[CH:11]=[N:10][CH:9]=[CH:8][C:6]=2[N:7]=1. The yield is 0.0800. (4) The reactants are Cl[C:2]1[CH:3]=[CH:4][C:5]2[C:6]([N:17]=1)=[N:7][C:8]([N:11]1[CH2:16][CH2:15][O:14][CH2:13][CH2:12]1)=[CH:9][N:10]=2.[NH2:18][C:19]1[O:20][C:21]2[CH:27]=[CH:26][C:25](B(O)O)=[CH:24][C:22]=2[N:23]=1.C([O-])([O-])=O.[Na+].[Na+]. The catalyst is O1CCOCC1.O.C1C=CC([P]([Pd]([P](C2C=CC=CC=2)(C2C=CC=CC=2)C2C=CC=CC=2)([P](C2C=CC=CC=2)(C2C=CC=CC=2)C2C=CC=CC=2)[P](C2C=CC=CC=2)(C2C=CC=CC=2)C2C=CC=CC=2)(C2C=CC=CC=2)C2C=CC=CC=2)=CC=1. The product is [O:14]1[CH2:15][CH2:16][N:11]([C:8]2[N:7]=[C:6]3[N:17]=[C:2]([C:25]4[CH:26]=[CH:27][C:21]5[O:20][C:19]([NH2:18])=[N:23][C:22]=5[CH:24]=4)[CH:3]=[CH:4][C:5]3=[N:10][CH:9]=2)[CH2:12][CH2:13]1. The yield is 0.720. (5) The reactants are [CH2:1]1[CH2:6][CH2:5][C:4]([CH2:11][NH2:12])([CH2:7][C:8]([OH:10])=[O:9])[CH2:3][CH2:2]1.[CH2:13](O)[CH:14]=[CH2:15].S(Cl)([Cl:19])=O. The catalyst is C(OCC)C. The product is [ClH:19].[NH2:12][CH2:11][C:4]1([CH2:7][C:8]([O:10][CH2:15][CH:14]=[CH2:13])=[O:9])[CH2:3][CH2:2][CH2:1][CH2:6][CH2:5]1. The yield is 0.880. (6) The yield is 0.950. The reactants are [F:1][C:2]1[CH:3]=[C:4]([CH:7]=[C:8]([OH:11])[C:9]=1[OH:10])[CH:5]=[O:6].C(=O)([O-])[O-].[K+].[K+].Br[CH2:19][CH2:20]Br. The product is [F:1][C:2]1[C:9]2[O:10][CH2:19][CH2:20][O:11][C:8]=2[CH:7]=[C:4]([CH:5]=[O:6])[CH:3]=1. The catalyst is CN(C=O)C.